Task: Regression. Given two drug SMILES strings and cell line genomic features, predict the synergy score measuring deviation from expected non-interaction effect.. Dataset: NCI-60 drug combinations with 297,098 pairs across 59 cell lines (1) Drug 1: CCC1(CC2CC(C3=C(CCN(C2)C1)C4=CC=CC=C4N3)(C5=C(C=C6C(=C5)C78CCN9C7C(C=CC9)(C(C(C8N6C=O)(C(=O)OC)O)OC(=O)C)CC)OC)C(=O)OC)O.OS(=O)(=O)O. Drug 2: CCC1=C2CN3C(=CC4=C(C3=O)COC(=O)C4(CC)O)C2=NC5=C1C=C(C=C5)O. Cell line: TK-10. Synergy scores: CSS=6.01, Synergy_ZIP=-3.05, Synergy_Bliss=0.958, Synergy_Loewe=-9.75, Synergy_HSA=-1.82. (2) Drug 1: CC(CN1CC(=O)NC(=O)C1)N2CC(=O)NC(=O)C2. Drug 2: CC1=C(C(=O)C2=C(C1=O)N3CC4C(C3(C2COC(=O)N)OC)N4)N. Cell line: A498. Synergy scores: CSS=26.2, Synergy_ZIP=-8.02, Synergy_Bliss=-4.24, Synergy_Loewe=-2.95, Synergy_HSA=-2.47.